This data is from Retrosynthesis with 50K atom-mapped reactions and 10 reaction types from USPTO. The task is: Predict the reactants needed to synthesize the given product. (1) Given the product OCc1ccccc1OCC1CC1, predict the reactants needed to synthesize it. The reactants are: BrCC1CC1.OCc1ccccc1O. (2) The reactants are: BrCc1ccccc1.CO[C@H]1O[C@H](COCc2ccccc2)[C@@H](OCc2ccccc2)[C@@]1(C)O. Given the product CO[C@H]1O[C@H](COCc2ccccc2)[C@@H](OCc2ccccc2)[C@@]1(C)OCc1ccccc1, predict the reactants needed to synthesize it. (3) Given the product O=C(Nc1ccccc1)O[C@H]1CCCN(C(=O)c2ccc(F)cc2)C1, predict the reactants needed to synthesize it. The reactants are: O=C(c1ccc(F)cc1)N1CCC[C@H](O)C1.O=C=Nc1ccccc1. (4) Given the product CC(=O)N1CCN(c2ccc(NC(=O)Cc3ccc(B4OC(C)(C)C(C)(C)O4)cc3)nc2)CC1, predict the reactants needed to synthesize it. The reactants are: CC(=O)N1CCN(c2ccc(NC(=O)Cc3ccc(I)cc3)nc2)CC1.CC1(C)OB(B2OC(C)(C)C(C)(C)O2)OC1(C)C. (5) Given the product CCOC(=O)Cc1ccc(NC(=O)/C=C/c2cnn(C)c2-c2ccc(F)cc2)cc1, predict the reactants needed to synthesize it. The reactants are: CCOC(=O)Cc1ccc(N)cc1.Cn1ncc(/C=C/C(=O)O)c1-c1ccc(F)cc1.